This data is from Full USPTO retrosynthesis dataset with 1.9M reactions from patents (1976-2016). The task is: Predict the reactants needed to synthesize the given product. (1) Given the product [C:1]([O:5][C:6]([N:8]([CH2:10][C:11]1([C:17]([OH:19])=[O:18])[CH2:12][CH2:13][O:14][CH2:15][CH2:16]1)[CH3:9])=[O:7])([CH3:4])([CH3:2])[CH3:3], predict the reactants needed to synthesize it. The reactants are: [C:1]([O:5][C:6]([N:8]([CH2:10][C:11]1([C:17]([O:19]C)=[O:18])[CH2:16][CH2:15][O:14][CH2:13][CH2:12]1)[CH3:9])=[O:7])([CH3:4])([CH3:3])[CH3:2].O.[OH-].[Na+]. (2) Given the product [CH3:1][O:2][C:3]([C:5]1[CH:10]=[N:9][C:8]([N:11]2[CH2:16][CH2:15][CH2:14][CH2:13][CH2:12]2)=[C:7]([Br:17])[N:6]=1)=[O:4], predict the reactants needed to synthesize it. The reactants are: [CH3:1][O:2][C:3]([C:5]1[CH:10]=[N:9][C:8]([N:11]2[CH2:16][CH2:15][CH2:14][CH2:13][CH2:12]2)=[CH:7][N:6]=1)=[O:4].[Br:17]N1C(=O)CCC1=O. (3) Given the product [Cl:1][C:2]1[CH:3]=[C:4]2[C:8](=[CH:9][CH:10]=1)[C:7](=[O:11])[CH:6]([S:14]([CH3:25])(=[O:18])=[O:15])[CH2:5]2, predict the reactants needed to synthesize it. The reactants are: [Cl:1][C:2]1[CH:3]=[C:4]2[C:8](=[CH:9][CH:10]=1)[C:7](=[O:11])[CH:6](SC)[CH2:5]2.[S:14]([O:18]OS([O-])(=O)=O)(O)(=O)=[O:15].[K+].[CH2:25](O)C.